From a dataset of Forward reaction prediction with 1.9M reactions from USPTO patents (1976-2016). Predict the product of the given reaction. The product is: [C:34]([O:33][C:31]([N:27]1[CH2:28][CH2:29][CH2:30][C:23]2([CH2:22][N:21]([CH2:38][C:39]3[C:40]([O:49][CH3:50])=[CH:41][C:42]([O:47][CH3:48])=[CH:43][C:44]=3[O:45][CH3:46])[C:20](=[O:51])[C:19]3[CH:18]=[C:17]([C:15]4[CH:14]=[CH:13][N:12]=[C:11]([NH:10][C:5]5[CH:6]=[CH:7][CH:8]=[CH:9][C:4]=5[NH2:1])[N:16]=4)[NH:25][C:24]2=3)[CH2:26]1)=[O:32])([CH3:37])([CH3:35])[CH3:36]. Given the reactants [N+:1]([C:4]1[CH:9]=[CH:8][CH:7]=[CH:6][C:5]=1[NH:10][C:11]1[N:16]=[C:15]([C:17]2[NH:25][C:24]3[C:23]4([CH2:30][CH2:29][CH2:28][N:27]([C:31]([O:33][C:34]([CH3:37])([CH3:36])[CH3:35])=[O:32])[CH2:26]4)[CH2:22][N:21]([CH2:38][C:39]4[C:44]([O:45][CH3:46])=[CH:43][C:42]([O:47][CH3:48])=[CH:41][C:40]=4[O:49][CH3:50])[C:20](=[O:51])[C:19]=3[CH:18]=2)[CH:14]=[CH:13][N:12]=1)([O-])=O.O.[Cl-].[NH4+], predict the reaction product.